This data is from Peptide-MHC class II binding affinity with 134,281 pairs from IEDB. The task is: Regression. Given a peptide amino acid sequence and an MHC pseudo amino acid sequence, predict their binding affinity value. This is MHC class II binding data. (1) The peptide sequence is KAFVLDSDNLIPKVV. The MHC is HLA-DQA10401-DQB10402 with pseudo-sequence HLA-DQA10401-DQB10402. The binding affinity (normalized) is 0.371. (2) The peptide sequence is MGKATTEEQKLIEDV. The MHC is DRB1_0405 with pseudo-sequence DRB1_0405. The binding affinity (normalized) is 0. (3) The peptide sequence is VDGIIAAYQNPASWK. The MHC is DRB1_0802 with pseudo-sequence DRB1_0802. The binding affinity (normalized) is 0.888.